This data is from NCI-60 drug combinations with 297,098 pairs across 59 cell lines. The task is: Regression. Given two drug SMILES strings and cell line genomic features, predict the synergy score measuring deviation from expected non-interaction effect. (1) Drug 1: C1=CC=C(C=C1)NC(=O)CCCCCCC(=O)NO. Drug 2: C1CN(P(=O)(OC1)NCCCl)CCCl. Cell line: MDA-MB-435. Synergy scores: CSS=37.1, Synergy_ZIP=-0.799, Synergy_Bliss=-3.44, Synergy_Loewe=-31.0, Synergy_HSA=-2.50. (2) Drug 1: CCCS(=O)(=O)NC1=C(C(=C(C=C1)F)C(=O)C2=CNC3=C2C=C(C=N3)C4=CC=C(C=C4)Cl)F. Drug 2: C1=NC2=C(N=C(N=C2N1C3C(C(C(O3)CO)O)O)F)N. Cell line: CAKI-1. Synergy scores: CSS=12.6, Synergy_ZIP=-5.08, Synergy_Bliss=1.17, Synergy_Loewe=-5.67, Synergy_HSA=-0.173. (3) Drug 1: CCC1(CC2CC(C3=C(CCN(C2)C1)C4=CC=CC=C4N3)(C5=C(C=C6C(=C5)C78CCN9C7C(C=CC9)(C(C(C8N6C=O)(C(=O)OC)O)OC(=O)C)CC)OC)C(=O)OC)O.OS(=O)(=O)O. Drug 2: CCCCCOC(=O)NC1=NC(=O)N(C=C1F)C2C(C(C(O2)C)O)O. Cell line: SW-620. Synergy scores: CSS=33.8, Synergy_ZIP=-4.92, Synergy_Bliss=0.0961, Synergy_Loewe=-41.6, Synergy_HSA=-1.51. (4) Drug 1: CCN(CC)CCNC(=O)C1=C(NC(=C1C)C=C2C3=C(C=CC(=C3)F)NC2=O)C. Drug 2: CC12CCC3C(C1CCC2O)C(CC4=C3C=CC(=C4)O)CCCCCCCCCS(=O)CCCC(C(F)(F)F)(F)F. Cell line: SN12C. Synergy scores: CSS=-5.52, Synergy_ZIP=0.430, Synergy_Bliss=-1.99, Synergy_Loewe=-11.0, Synergy_HSA=-6.81. (5) Drug 1: C1CC(C1)(C(=O)O)C(=O)O.[NH2-].[NH2-].[Pt+2]. Drug 2: CC1=C2C(C(=O)C3(C(CC4C(C3C(C(C2(C)C)(CC1OC(=O)C(C(C5=CC=CC=C5)NC(=O)OC(C)(C)C)O)O)OC(=O)C6=CC=CC=C6)(CO4)OC(=O)C)O)C)O. Cell line: 786-0. Synergy scores: CSS=-1.67, Synergy_ZIP=0.0584, Synergy_Bliss=-1.31, Synergy_Loewe=-2.58, Synergy_HSA=-2.35.